This data is from Full USPTO retrosynthesis dataset with 1.9M reactions from patents (1976-2016). The task is: Predict the reactants needed to synthesize the given product. (1) Given the product [Cl:10][C:11]1[CH:12]=[C:13]([NH:18][C:19]2[C:28]3[C:23](=[CH:24][CH:25]=[CH:26][C:27]=3[O:29][CH2:30][C@@H:31]([NH:33][C:34](=[O:37])[CH2:35][OH:36])[CH3:32])[N:22]=[CH:21][N:20]=2)[CH:14]=[CH:15][C:16]=1[O:17][CH2:8][C:3]1[CH:4]=[CH:5][CH:6]=[CH:7][N:2]=1, predict the reactants needed to synthesize it. The reactants are: Cl.[N:2]1[CH:7]=[CH:6][CH:5]=[CH:4][C:3]=1[CH2:8]Cl.[Cl:10][C:11]1[CH:12]=[C:13]([NH:18][C:19]2[C:28]3[C:23](=[CH:24][CH:25]=[CH:26][C:27]=3[O:29][CH2:30][C@@H:31]([NH:33][C:34](=[O:37])[CH2:35][OH:36])[CH3:32])[N:22]=[CH:21][N:20]=2)[CH:14]=[CH:15][C:16]=1[OH:17]. (2) Given the product [CH2:1]([N:8]([CH2:16][C:17]1[CH:18]=[CH:19][CH:20]=[CH:21][CH:22]=1)[CH2:9][CH2:10][CH2:11][C:12]([O:14][CH3:23])([CH3:15])[CH3:13])[C:2]1[CH:7]=[CH:6][CH:5]=[CH:4][CH:3]=1, predict the reactants needed to synthesize it. The reactants are: [CH2:1]([N:8]([CH2:16][C:17]1[CH:22]=[CH:21][CH:20]=[CH:19][CH:18]=1)[CH2:9][CH2:10][CH2:11][C:12]([CH3:15])([OH:14])[CH3:13])[C:2]1[CH:7]=[CH:6][CH:5]=[CH:4][CH:3]=1.[CH3:23]I. (3) Given the product [F:19][CH:2]([F:1])[C:3]1[CH:8]=[CH:7][N:6]=[C:5]([NH:9][C:10]2[CH:11]=[C:12]([C:17]3[N:22]=[N:21][N:20]([CH:23]([CH:25]4[O:29][C:28](=[O:30])[NH:27][CH2:26]4)[CH3:24])[CH:18]=3)[CH:13]=[C:14]([CH3:16])[CH:15]=2)[N:4]=1, predict the reactants needed to synthesize it. The reactants are: [F:1][CH:2]([F:19])[C:3]1[CH:8]=[CH:7][N:6]=[C:5]([NH:9][C:10]2[CH:15]=[C:14]([CH3:16])[CH:13]=[C:12]([C:17]#[CH:18])[CH:11]=2)[N:4]=1.[N:20]([CH:23]([CH:25]1[O:29][C:28](=[O:30])[NH:27][CH2:26]1)[CH3:24])=[N+:21]=[N-:22].O=C1O[C@H]([C@H](CO)O)C([O-])=C1O.[Na+].